Dataset: Catalyst prediction with 721,799 reactions and 888 catalyst types from USPTO. Task: Predict which catalyst facilitates the given reaction. (1) Reactant: [CH2:1]([O:8][C:9]1[C:10]([O:24][CH3:25])=[CH:11][C:12]([C:18]2[N:22]=[C:21]([CH3:23])[O:20][N:19]=2)=[C:13]([CH:15]([OH:17])[CH3:16])[CH:14]=1)[C:2]1[CH:7]=[CH:6][CH:5]=[CH:4][CH:3]=1.C(N(CC)CC)C.CS(C)=O.O. Product: [CH2:1]([O:8][C:9]1[C:10]([O:24][CH3:25])=[CH:11][C:12]([C:18]2[N:22]=[C:21]([CH3:23])[O:20][N:19]=2)=[C:13]([C:15](=[O:17])[CH3:16])[CH:14]=1)[C:2]1[CH:7]=[CH:6][CH:5]=[CH:4][CH:3]=1. The catalyst class is: 13. (2) Reactant: [Br:1][C:2]1[C:3]([C:9]([OH:11])=O)=[N:4][CH:5]=[C:6]([F:8])[CH:7]=1.[CH3:12][Si:13]([CH3:29])([CH3:28])[CH2:14][CH2:15][O:16][CH2:17][N:18]1[C:26]2[C:21](=[CH:22][C:23]([NH2:27])=[CH:24][CH:25]=2)[CH:20]=[N:19]1.CCN(C(C)C)C(C)C.CN(C(ON1N=NC2C=CC=NC1=2)=[N+](C)C)C.F[P-](F)(F)(F)(F)F. Product: [Br:1][C:2]1[C:3]([C:9]([NH:27][C:23]2[CH:22]=[C:21]3[C:26](=[CH:25][CH:24]=2)[N:18]([CH2:17][O:16][CH2:15][CH2:14][Si:13]([CH3:29])([CH3:28])[CH3:12])[N:19]=[CH:20]3)=[O:11])=[N:4][CH:5]=[C:6]([F:8])[CH:7]=1. The catalyst class is: 3. (3) Reactant: CC(C[AlH]CC(C)C)C.[Br:10][C:11]1[CH:16]=[C:15]([CH3:17])[C:14]([CH2:18][C:19]([O:21]C)=O)=[C:13]([CH3:23])[CH:12]=1.[Si]([O:31][C:32]([O:34][CH3:35])=[CH2:33])(C(C)(C)C)(C)C.B(F)(F)F.CCOCC. Product: [Br:10][C:11]1[CH:12]=[C:13]([CH3:23])[C:14]([CH2:18][CH:19]([OH:21])[CH2:33][C:32]([O:34][CH3:35])=[O:31])=[C:15]([CH3:17])[CH:16]=1. The catalyst class is: 2. (4) Reactant: [CH2:1]([C:6]1[N:11]=[CH:10][N:9]=[C:8]([C:12](=O)[CH3:13])[CH:7]=1)[C:2]([CH3:5])([CH3:4])[CH3:3].[Cl-].[Br:16][C:17]1[CH:18]=[C:19]2[C:24](=[CH:25][CH:26]=1)[N:23]=[C:22](Cl)[C:21]([CH2:28][P+](C1C=CC=CC=1)(C1C=CC=CC=1)C1C=CC=CC=1)=[CH:20]2.CN(C)C(N(C)C)=N.[CH3:56][O:57][C:58]1[CH:65]=[CH:64][C:61]([CH2:62][NH2:63])=[CH:60][CH:59]=1. Product: [CH3:56][O:57][C:58]1[CH:65]=[CH:64][C:61]([CH2:62][NH:63][C:22]2[C:21](/[CH:28]=[C:12](/[C:8]3[CH:7]=[C:6]([CH2:1][C:2]([CH3:5])([CH3:4])[CH3:3])[N:11]=[CH:10][N:9]=3)\[CH3:13])=[CH:20][C:19]3[C:24](=[CH:25][CH:26]=[C:17]([Br:16])[CH:18]=3)[N:23]=2)=[CH:60][CH:59]=1. The catalyst class is: 375. (5) Reactant: [NH:1]=[N+:2]=[N-:3].O[C:5]([C:8]1[CH:9]=[C:10]([CH2:14][C@@H:15]([NH:17][C:18](=[O:27])[O:19][CH2:20][C:21]2[CH:26]=[CH:25][CH:24]=[CH:23][CH:22]=2)[CH3:16])[CH:11]=[CH:12][CH:13]=1)([CH3:7])[CH3:6].FC(F)(F)C(O)=O.S([O-])([O-])(=O)=O.[Mg+2]. Product: [N:1]([C:5]([C:8]1[CH:9]=[C:10]([CH2:14][C@@H:15]([NH:17][C:18](=[O:27])[O:19][CH2:20][C:21]2[CH:26]=[CH:25][CH:24]=[CH:23][CH:22]=2)[CH3:16])[CH:11]=[CH:12][CH:13]=1)([CH3:6])[CH3:7])=[N+:2]=[N-:3]. The catalyst class is: 11. (6) Product: [C:39]([N:42]1[C:50]2[C:45](=[CH:46][C:47]([NH:51][C:7]3[N:8]=[CH:9][C:10]4=[C:2]([CH3:1])[N:3]=[C:4]([C:13]5[CH:18]=[CH:17][CH:16]=[CH:15][CH:14]=5)[N:5]4[N:6]=3)=[CH:48][CH:49]=2)[CH2:44][CH2:43]1)(=[O:41])[CH3:40]. Reactant: [CH3:1][C:2]1[N:3]=[C:4]([C:13]2[CH:18]=[CH:17][CH:16]=[CH:15][CH:14]=2)[N:5]2[C:10]=1[CH:9]=[N:8][C:7](SC)=[N:6]2.CC1N=C(C2C=CC=CC=2)N2C=1C=NC(S(C)(=O)=O)=N2.[C:39]([N:42]1[C:50]2[C:45](=[CH:46][C:47]([NH2:51])=[CH:48][CH:49]=2)[CH2:44][CH2:43]1)(=[O:41])[CH3:40]. The catalyst class is: 8. (7) Reactant: [OH-].[Li+].[F:3][C:4]1[CH:9]=[C:8]([F:10])[CH:7]=[CH:6][C:5]=1[C:11]1[CH:16]=[CH:15][C:14]([C:17]([O:19]CC)=[O:18])=[CH:13][CH:12]=1.Cl. The catalyst class is: 20. Product: [F:3][C:4]1[CH:9]=[C:8]([F:10])[CH:7]=[CH:6][C:5]=1[C:11]1[CH:16]=[CH:15][C:14]([C:17]([OH:19])=[O:18])=[CH:13][CH:12]=1. (8) Reactant: [CH2:1]([O:3][C:4](=[O:9])[CH2:5][C:6]([OH:8])=O)[CH3:2].CCN(C(C)C)C(C)C.C1C=CC2N(O)N=NC=2C=1.CCN=C=NCCCN(C)C.Cl.Cl.[Cl:42][C:43]1[CH:55]=[CH:54][C:53]([F:56])=[CH:52][C:44]=1[O:45][CH:46]1[CH2:51][CH2:50][NH:49][CH2:48][CH2:47]1. Product: [CH2:1]([O:3][C:4](=[O:9])[CH2:5][C:6]([N:49]1[CH2:48][CH2:47][CH:46]([O:45][C:44]2[CH:52]=[C:53]([F:56])[CH:54]=[CH:55][C:43]=2[Cl:42])[CH2:51][CH2:50]1)=[O:8])[CH3:2]. The catalyst class is: 18. (9) Reactant: [H-].[K+].Br[C:4]1[CH:5]=[C:6]2[C:10](=[CH:11][CH:12]=1)[NH:9][CH:8]=[CH:7]2.C([Li])(C)(C)C.N1C2C(=CC=CC=2)C=C1.CON(C)[C:30]([CH:32]([NH:41][C:42]([CH:44]([NH:49][C:50](=[O:59])[O:51][CH2:52][C:53]1[CH:58]=[CH:57][CH:56]=[CH:55][CH:54]=1)[CH2:45][CH:46]([CH3:48])[CH3:47])=[O:43])[CH2:33][CH2:34][C:35]1[CH:40]=[CH:39][CH:38]=[CH:37][CH:36]=1)=[O:31].P(=O)(O)(O)O. Product: [NH:9]1[C:10]2[C:6](=[CH:5][CH:4]=[CH:12][CH:11]=2)[CH:7]=[C:8]1[C:30]([CH:32]([NH:41][C:42]([CH:44]([NH:49][C:50](=[O:59])[O:51][CH2:52][C:53]1[CH:54]=[CH:55][CH:56]=[CH:57][CH:58]=1)[CH2:45][CH:46]([CH3:48])[CH3:47])=[O:43])[CH2:33][CH2:34][C:35]1[CH:40]=[CH:39][CH:38]=[CH:37][CH:36]=1)=[O:31]. The catalyst class is: 28. (10) Reactant: [CH3:1][N:2]([C:6]1[CH:7]=[C:8]([N:12]2[C:17](=[O:18])[C:16]([CH2:19][C:20]3[CH:21]=[N:22][CH:23]=[CH:24][CH:25]=3)=[N:15][C:14]3[CH:26]=[CH:27][CH:28]=[N:29][C:13]2=3)[CH:9]=[CH:10][CH:11]=1)C(=O)C.C(=O)(O)[O-].[Na+]. Product: [CH3:1][NH:2][C:6]1[CH:7]=[C:8]([N:12]2[C:17](=[O:18])[C:16]([CH2:19][C:20]3[CH:21]=[N:22][CH:23]=[CH:24][CH:25]=3)=[N:15][C:14]3[CH:26]=[CH:27][CH:28]=[N:29][C:13]2=3)[CH:9]=[CH:10][CH:11]=1. The catalyst class is: 33.